This data is from Forward reaction prediction with 1.9M reactions from USPTO patents (1976-2016). The task is: Predict the product of the given reaction. (1) Given the reactants [C:1](Cl)(=[O:5])[CH:2]([CH3:4])[CH3:3].[NH:7]1[C:11]([C:12]2[CH:13]=[C:14]([C:18]3[CH:19]=[CH:20][C:21]4[O:25][C:24]([C:26]5[CH:31]=[CH:30][C:29]([F:32])=[CH:28][CH:27]=5)=[C:23]([C:33]([NH:35][CH3:36])=[O:34])[C:22]=4[CH:37]=3)[CH:15]=[CH:16][CH:17]=2)=NN=[N:8]1, predict the reaction product. The product is: [F:32][C:29]1[CH:28]=[CH:27][C:26]([C:24]2[O:25][C:21]3[CH:20]=[CH:19][C:18]([C:14]4[CH:15]=[CH:16][CH:17]=[C:12]([C:11]5[O:5][C:1]([CH:2]([CH3:4])[CH3:3])=[N:8][N:7]=5)[CH:13]=4)=[CH:37][C:22]=3[C:23]=2[C:33]([NH:35][CH3:36])=[O:34])=[CH:31][CH:30]=1. (2) Given the reactants [Br:1][C:2]1[CH:3]=[C:4]([CH:9]=[CH:10][C:11]=1[C:12]#[N:13])[C:5]([O:7][CH3:8])=[O:6].OO.C(=O)([O-])[O-:17].[K+].[K+], predict the reaction product. The product is: [Br:1][C:2]1[CH:3]=[C:4]([CH:9]=[CH:10][C:11]=1[C:12]([NH2:13])=[O:17])[C:5]([O:7][CH3:8])=[O:6]. (3) Given the reactants [CH3:1][C:2]1[CH:3]=[CH:4][S:5][C:6]=1[C:7]([C:20]1[S:24][CH:23]=[CH:22][C:21]=1[CH3:25])=[CH:8][CH2:9][CH2:10][N:11]1[CH2:16][C@H:15]([C:17]([OH:19])=[O:18])[CH2:14][CH2:13][CH2:12]1.C(Cl)(Cl)[Cl:27].Cl, predict the reaction product. The product is: [CH3:25][C:21]1[CH:22]=[CH:23][S:24][C:20]=1[C:7]([C:6]1[S:5][CH:4]=[CH:3][C:2]=1[CH3:1])=[CH:8][CH2:9][CH2:10][N:11]1[CH2:16][C@H:15]([C:17]([OH:19])=[O:18])[CH2:14][CH2:13][CH2:12]1.[ClH:27]. (4) Given the reactants [NH2:1][C:2]1([C:5]([O:7][CH3:8])=[O:6])[CH2:4][CH2:3]1.C(=O)([O-])[O-].[K+].[K+].I[CH2:16][CH2:17][CH2:18][CH2:19][CH2:20]I, predict the reaction product. The product is: [N:1]1([C:2]2([C:5]([O:7][CH3:8])=[O:6])[CH2:4][CH2:3]2)[CH2:20][CH2:19][CH2:18][CH2:17][CH2:16]1.